From a dataset of Peptide-MHC class I binding affinity with 185,985 pairs from IEDB/IMGT. Regression. Given a peptide amino acid sequence and an MHC pseudo amino acid sequence, predict their binding affinity value. This is MHC class I binding data. (1) The peptide sequence is MILMTHFFSI. The MHC is HLA-A68:02 with pseudo-sequence HLA-A68:02. The binding affinity (normalized) is 0.373. (2) The peptide sequence is RVVVQIDPEY. The MHC is HLA-A03:01 with pseudo-sequence HLA-A03:01. The binding affinity (normalized) is 0.116.